Task: Predict the reactants needed to synthesize the given product.. Dataset: Full USPTO retrosynthesis dataset with 1.9M reactions from patents (1976-2016) (1) Given the product [F:30][C:31]1[CH:36]=[CH:35][C:34]([CH2:37][C:38]([O:1][CH:2]([C:24]2[CH:29]=[CH:28][CH:27]=[CH:26][CH:25]=2)[CH2:3][CH2:4][CH2:5][N:6]2[CH2:7][CH2:8][CH:9]([C:12]3[CH:17]=[CH:16][CH:15]=[C:14]([NH:18][C:19](=[O:23])[CH:20]([CH3:22])[CH3:21])[CH:13]=3)[CH2:10][CH2:11]2)=[O:39])=[CH:33][CH:32]=1, predict the reactants needed to synthesize it. The reactants are: [OH:1][CH:2]([C:24]1[CH:29]=[CH:28][CH:27]=[CH:26][CH:25]=1)[CH2:3][CH2:4][CH2:5][N:6]1[CH2:11][CH2:10][CH:9]([C:12]2[CH:13]=[C:14]([NH:18][C:19](=[O:23])[CH:20]([CH3:22])[CH3:21])[CH:15]=[CH:16][CH:17]=2)[CH2:8][CH2:7]1.[F:30][C:31]1[CH:36]=[CH:35][C:34]([CH2:37][C:38](Cl)=[O:39])=[CH:33][CH:32]=1. (2) Given the product [CH3:23][C:24]([S@@:27](/[N:29]=[C:3](\[C:5]1[CH:10]=[CH:9][C:8]([O:11][CH2:12][CH2:13][CH2:14][CH2:15][CH2:16][C:17]([F:20])([F:19])[F:18])=[CH:7][CH:6]=1)/[C:2]([F:22])([F:21])[F:1])=[O:28])([CH3:26])[CH3:25], predict the reactants needed to synthesize it. The reactants are: [F:1][C:2]([F:22])([F:21])[C:3]([C:5]1[CH:10]=[CH:9][C:8]([O:11][CH2:12][CH2:13][CH2:14][CH2:15][CH2:16][C:17]([F:20])([F:19])[F:18])=[CH:7][CH:6]=1)=O.[CH3:23][C:24]([S@@:27]([NH2:29])=[O:28])([CH3:26])[CH3:25]. (3) The reactants are: [Br:1][C:2]1[C:3]([F:21])=[CH:4][C:5]([O:11][C:12]2[CH:17]=[CH:16][C:15]([O:18][CH3:19])=[CH:14][C:13]=2[F:20])=[C:6]([CH:10]=1)[C:7]([OH:9])=O. Given the product [Br:1][C:2]1[C:3]([F:21])=[CH:4][C:5]2[O:11][C:12]3[C:17](=[CH:16][C:15]([O:18][CH3:19])=[CH:14][C:13]=3[F:20])[C:7](=[O:9])[C:6]=2[CH:10]=1, predict the reactants needed to synthesize it.